The task is: Predict the product of the given reaction.. This data is from Forward reaction prediction with 1.9M reactions from USPTO patents (1976-2016). (1) Given the reactants [CH3:1][C:2]1[CH:3]=[N:4][C:5]([N:8]2[CH2:13][CH2:12][C:11](=O)[CH2:10][CH2:9]2)=[N:6][CH:7]=1.[CH:15]1([NH2:18])[CH2:17][CH2:16]1, predict the reaction product. The product is: [CH:15]1([NH:18][CH:11]2[CH2:12][CH2:13][N:8]([C:5]3[N:4]=[CH:3][C:2]([CH3:1])=[CH:7][N:6]=3)[CH2:9][CH2:10]2)[CH2:17][CH2:16]1. (2) Given the reactants [CH:1]1([N:6]2[CH2:12][C:11]([F:14])([F:13])[C:10](=[O:15])[N:9]([CH3:16])[C:8]3[CH:17]=[N:18][C:19]([NH:21][C:22]4[CH:30]=[CH:29][C:25]([C:26](O)=[O:27])=[CH:24][C:23]=4[C:31]([F:34])([F:33])[F:32])=[N:20][C:7]2=3)[CH2:5][CH2:4][CH2:3][CH2:2]1.ON1C2C=CC=CC=2N=N1.F[P-](F)(F)(F)(F)F.CN(C(N(C)C)=[N+]1C2C=CC=CC=2[N+]([O-])=N1)C.C(N(C(C)C)CC)(C)C.[NH2:78][CH:79]1[CH2:84][CH2:83][N:82]([CH2:85][CH3:86])[CH2:81][CH2:80]1, predict the reaction product. The product is: [CH:1]1([N:6]2[CH2:12][C:11]([F:14])([F:13])[C:10](=[O:15])[N:9]([CH3:16])[C:8]3[CH:17]=[N:18][C:19]([NH:21][C:22]4[CH:30]=[CH:29][C:25]([C:26]([NH:78][CH:79]5[CH2:84][CH2:83][N:82]([CH2:85][CH3:86])[CH2:81][CH2:80]5)=[O:27])=[CH:24][C:23]=4[C:31]([F:32])([F:33])[F:34])=[N:20][C:7]2=3)[CH2:2][CH2:3][CH2:4][CH2:5]1. (3) Given the reactants N[C@H]([C:8]([OH:10])=[O:9])CCCCN.NN.[CH:13]1[C:18](N=C=S)=[CH:17][C:16]2[C:22]([O:24][C:25]3([C:35]4[CH:36]=[CH:37][C:38]([OH:40])=[CH:39][C:34]=4[O:33][C:27]4[CH:28]=[C:29]([OH:32])[CH:30]=[CH:31][C:26]3=4)[C:15]=2[CH:14]=1)=[O:23].C(N(C(C)C)CC)(C)C.C1C=CC(C(O)=O)=C(C2C3C=CC(O)=CC=3OC3C=2C=CC(C=3)=O)C=1, predict the reaction product. The product is: [CH:13]1[C:18]([C:8]([OH:10])=[O:9])=[CH:17][C:16]2[C:22]([O:24][C:25]3([C:35]4[CH:36]=[CH:37][C:38]([OH:40])=[CH:39][C:34]=4[O:33][C:27]4[CH:28]=[C:29]([OH:32])[CH:30]=[CH:31][C:26]3=4)[C:15]=2[CH:14]=1)=[O:23]. (4) Given the reactants [S:1]1[C:5]2[CH:6]=[CH:7][CH:8]=[CH:9][C:4]=2[C:3]([NH:10][CH2:11][CH2:12][NH:13][C:14]([C:16]2[CH:25]=[CH:24][C:19]([C:20]([O:22]C)=[O:21])=[CH:18][N:17]=2)=[O:15])=[N:2]1.O.[OH-].[Li+], predict the reaction product. The product is: [S:1]1[C:5]2[CH:6]=[CH:7][CH:8]=[CH:9][C:4]=2[C:3]([NH:10][CH2:11][CH2:12][NH:13][C:14]([C:16]2[CH:25]=[CH:24][C:19]([C:20]([OH:22])=[O:21])=[CH:18][N:17]=2)=[O:15])=[N:2]1. (5) Given the reactants [CH:1]1([CH2:4][N:5]2[CH2:11][CH2:10][C:9]3[CH:12]=[CH:13][C:14]([O:16][C:17]4[CH:22]=[CH:21][C:20](I)=[CH:19][CH:18]=4)=[CH:15][C:8]=3[CH2:7][CH2:6]2)[CH2:3][CH2:2]1.[CH3:24][N:25]1[CH2:29][CH2:28][NH:27][C:26]1=[O:30].C(=O)([O-])[O-].[K+].[K+].C(N)CN, predict the reaction product. The product is: [CH:1]1([CH2:4][N:5]2[CH2:11][CH2:10][C:9]3[CH:12]=[CH:13][C:14]([O:16][C:17]4[CH:22]=[CH:21][C:20]([N:27]5[CH2:28][CH2:29][N:25]([CH3:24])[C:26]5=[O:30])=[CH:19][CH:18]=4)=[CH:15][C:8]=3[CH2:7][CH2:6]2)[CH2:3][CH2:2]1. (6) Given the reactants [Br:1][C:2]1[CH:10]=[CH:9][C:5]([C:6]([OH:8])=[O:7])=[C:4]([I:11])[CH:3]=1.[CH2:12](O)[CH3:13], predict the reaction product. The product is: [CH2:12]([O:7][C:6](=[O:8])[C:5]1[CH:9]=[CH:10][C:2]([Br:1])=[CH:3][C:4]=1[I:11])[CH3:13]. (7) Given the reactants [Br:1][C:2]1[CH:14]=[CH:13][C:5]([O:6][CH:7]2[CH2:12][CH2:11][NH:10][CH2:9][CH2:8]2)=[C:4]([O:15][CH3:16])[CH:3]=1.[CH:17](O)=[O:18].CN(C(ON1N=NC2C=CC=CC1=2)=[N+](C)C)C.[B-](F)(F)(F)F.CCN(C(C)C)C(C)C, predict the reaction product. The product is: [Br:1][C:2]1[CH:14]=[CH:13][C:5]([O:6][CH:7]2[CH2:12][CH2:11][N:10]([CH:17]=[O:18])[CH2:9][CH2:8]2)=[C:4]([O:15][CH3:16])[CH:3]=1. (8) Given the reactants Cl.Cl.[NH:3]1[CH2:6][CH:5]([N:7]2[CH2:12][CH2:11][O:10][CH2:9][CH2:8]2)[CH2:4]1.[I:13][C:14]1[CH:19]=[CH:18][C:17](I)=[CH:16][CH:15]=1.[O-]P([O-])([O-])=O.[K+].[K+].[K+].C1C=CC2C(C3C(O)=CC=C4C=3C=CC=C4)=C(O)C=CC=2C=1, predict the reaction product. The product is: [I:13][C:14]1[CH:19]=[CH:18][C:17]([N:3]2[CH2:6][CH:5]([N:7]3[CH2:12][CH2:11][O:10][CH2:9][CH2:8]3)[CH2:4]2)=[CH:16][CH:15]=1.